This data is from Catalyst prediction with 721,799 reactions and 888 catalyst types from USPTO. The task is: Predict which catalyst facilitates the given reaction. (1) Product: [Br:12][CH2:9][C:3]1[CH:4]=[C:5]([F:8])[CH:6]=[CH:7][C:2]=1[F:1]. The catalyst class is: 4. Reactant: [F:1][C:2]1[CH:7]=[CH:6][C:5]([F:8])=[CH:4][C:3]=1[CH2:9]O.P(Br)(Br)[Br:12].C(=O)(O)[O-].[Na+]. (2) Reactant: [C:1]1([CH:7]2[CH2:12][CH2:11][CH2:10][CH2:9][C:8]2=[O:13])[CH:6]=[CH:5][CH:4]=[CH:3][CH:2]=1.[Br:14]Br. Product: [Br:14][CH:9]1[CH2:10][CH2:11][CH2:12][CH:7]([C:1]2[CH:6]=[CH:5][CH:4]=[CH:3][CH:2]=2)[C:8]1=[O:13]. The catalyst class is: 22. (3) Reactant: [CH3:1][N:2]1[C:6]([CH3:7])=[C:5]([S:8](Cl)(=[O:10])=[O:9])[C:4]([CH3:12])=[N:3]1.[C:13]1([CH:19]2[CH2:28][CH2:27][C:26]3[C:21](=[CH:22][CH:23]=[C:24]([O:29][C:30]4[S:31][C:32]([CH2:35][NH2:36])=[CH:33][N:34]=4)[CH:25]=3)[O:20]2)[CH:18]=[CH:17][CH:16]=[CH:15][CH:14]=1.C(N(CC)CC)C. Product: [C:13]1([CH:19]2[CH2:28][CH2:27][C:26]3[C:21](=[CH:22][CH:23]=[C:24]([O:29][C:30]4[S:31][C:32]([CH2:35][NH:36][S:8]([C:5]5[C:4]([CH3:12])=[N:3][N:2]([CH3:1])[C:6]=5[CH3:7])(=[O:10])=[O:9])=[CH:33][N:34]=4)[CH:25]=3)[O:20]2)[CH:18]=[CH:17][CH:16]=[CH:15][CH:14]=1. The catalyst class is: 7. (4) Reactant: [Br:1][C:2]1[CH:3]=[C:4]([CH:8]=[O:9])[CH:5]=[N:6][CH:7]=1.BrC1C=NC=C(C=1)C(O)=O.ClC(OCC)=O.[H-].[Al+3].[Li+].[H-].[H-].[H-]. Product: [Br:1][C:2]1[CH:3]=[C:4]([CH2:8][OH:9])[CH:5]=[N:6][CH:7]=1. The catalyst class is: 7. (5) Reactant: [CH2:1]([O:3][C:4]([C:6]1[NH:7][C:8]2[C:13]([CH:14]=1)=[CH:12][C:11]([O:15][CH2:16][C:17]([O:19]C(C)(C)C)=[O:18])=[CH:10][CH:9]=2)=[O:5])[CH3:2].FC(F)(F)C(O)=O. Product: [CH2:1]([O:3][C:4]([C:6]1[NH:7][C:8]2[C:13]([CH:14]=1)=[CH:12][C:11]([O:15][CH2:16][C:17]([OH:19])=[O:18])=[CH:10][CH:9]=2)=[O:5])[CH3:2]. The catalyst class is: 4.